From a dataset of Catalyst prediction with 721,799 reactions and 888 catalyst types from USPTO. Predict which catalyst facilitates the given reaction. (1) Reactant: Br[C:2]1[CH:7]=[CH:6][C:5]([Cl:8])=[C:4]([S:9]([CH2:12][C:13]2[CH:18]=[CH:17][CH:16]=[C:15]([Cl:19])[CH:14]=2)(=[O:11])=[O:10])[CH:3]=1.[C:20]([O:24][C:25]([N:27]1[C:35]2[C:30](=[CH:31][CH:32]=[CH:33][CH:34]=2)[CH:29]=[C:28]1B(O)O)=[O:26])([CH3:23])([CH3:22])[CH3:21].[F-].[Cs+].O. Product: [C:20]([O:24][C:25]([N:27]1[C:35]2[C:30](=[CH:31][CH:32]=[CH:33][CH:34]=2)[CH:29]=[C:28]1[C:2]1[CH:7]=[CH:6][C:5]([Cl:8])=[C:4]([S:9]([CH2:12][C:13]2[CH:18]=[CH:17][CH:16]=[C:15]([Cl:19])[CH:14]=2)(=[O:11])=[O:10])[CH:3]=1)=[O:26])([CH3:23])([CH3:21])[CH3:22]. The catalyst class is: 75. (2) Reactant: Cl.[NH2:2][C:3]1[CH:4]=[C:5](B(O)O)[CH:6]=[CH:7][CH:8]=1.Br[C:13]1[CH:18]=[C:17]([O:19][CH3:20])[CH:16]=[CH:15][C:14]=1[C:21]([F:24])([F:23])[F:22].C([O-])([O-])=O.[Na+].[Na+]. Product: [CH3:20][O:19][C:17]1[CH:16]=[CH:15][C:14]([C:21]([F:22])([F:23])[F:24])=[C:13]([C:5]2[CH:6]=[CH:7][CH:8]=[C:3]([NH2:2])[CH:4]=2)[CH:18]=1. The catalyst class is: 108. (3) Reactant: [NH2:1][CH2:2][CH2:3][CH2:4][CH2:5][N:6]1[CH2:11][CH2:10][CH:9]([C:12]2[CH:13]=[C:14]([NH:18][C:19](=[O:23])[CH:20]([CH3:22])[CH3:21])[CH:15]=[CH:16][CH:17]=2)[CH2:8][CH2:7]1.[Cl:24][C:25]1[CH:26]=[C:27]([CH:37]=[C:38]([Cl:40])[CH:39]=1)[O:28][C:29]1[O:33][C:32]([C:34](Cl)=[O:35])=[CH:31][CH:30]=1. Product: [Cl:24][C:25]1[CH:26]=[C:27]([CH:37]=[C:38]([Cl:40])[CH:39]=1)[O:28][C:29]1[O:33][C:32]([C:34]([NH:1][CH2:2][CH2:3][CH2:4][CH2:5][N:6]2[CH2:7][CH2:8][CH:9]([C:12]3[CH:17]=[CH:16][CH:15]=[C:14]([NH:18][C:19](=[O:23])[CH:20]([CH3:21])[CH3:22])[CH:13]=3)[CH2:10][CH2:11]2)=[O:35])=[CH:31][CH:30]=1. The catalyst class is: 76.